Dataset: Full USPTO retrosynthesis dataset with 1.9M reactions from patents (1976-2016). Task: Predict the reactants needed to synthesize the given product. (1) Given the product [Cl:1][C:2]1[C:3]([C:9]([N:16]2[CH2:17][CH2:18][N:13]([CH3:12])[CH2:14][CH2:15]2)=[O:11])=[N:4][CH:5]=[C:6]([Cl:8])[CH:7]=1, predict the reactants needed to synthesize it. The reactants are: [Cl:1][C:2]1[C:3]([C:9]([OH:11])=O)=[N:4][CH:5]=[C:6]([Cl:8])[CH:7]=1.[CH3:12][N:13]1[CH2:18][CH2:17][NH:16][CH2:15][CH2:14]1. (2) Given the product [CH3:39][N:40]([CH3:41])[CH2:2][C:3]([O:5][CH2:6][CH2:7][NH:8][C:9]([C:11]1[N:12]([CH2:28][C:29]2[CH:30]=[CH:31][C:32]([C:35]([F:37])([F:38])[F:36])=[CH:33][CH:34]=2)[CH:13]=[C:14]([NH:16][C:17]([NH:19][C:20]2[CH:25]=[CH:24][C:23]([Cl:26])=[CH:22][C:21]=2[CH3:27])=[O:18])[N:15]=1)=[O:10])=[O:4], predict the reactants needed to synthesize it. The reactants are: Cl[CH2:2][C:3]([O:5][CH2:6][CH2:7][NH:8][C:9]([C:11]1[N:12]([CH2:28][C:29]2[CH:34]=[CH:33][C:32]([C:35]([F:38])([F:37])[F:36])=[CH:31][CH:30]=2)[CH:13]=[C:14]([NH:16][C:17]([NH:19][C:20]2[CH:25]=[CH:24][C:23]([Cl:26])=[CH:22][C:21]=2[CH3:27])=[O:18])[N:15]=1)=[O:10])=[O:4].[CH3:39][NH:40][CH3:41]. (3) Given the product [C:8]([O:12][C:13]([N:15]1[CH2:20][CH2:19][CH2:18][C@@H:17]2[C:21]3[CH:22]=[CH:23][C:24]([NH:28][C:1](=[O:3])[CH3:2])=[CH:25][C:26]=3[CH2:27][C@H:16]12)=[O:14])([CH3:11])([CH3:9])[CH3:10], predict the reactants needed to synthesize it. The reactants are: [C:1](OC(=O)C)(=[O:3])[CH3:2].[C:8]([O:12][C:13]([N:15]1[CH2:20][CH2:19][CH2:18][C@@H:17]2[C:21]3[CH:22]=[CH:23][C:24]([NH2:28])=[CH:25][C:26]=3[CH2:27][C@H:16]12)=[O:14])([CH3:11])([CH3:10])[CH3:9].C(N(CC)CC)C.C([O-])(O)=O.[Na+].